Dataset: Forward reaction prediction with 1.9M reactions from USPTO patents (1976-2016). Task: Predict the product of the given reaction. (1) Given the reactants [NH2:1][CH2:2][CH2:3][NH:4][CH2:5][C:6]1[N:11]=[C:10]([C:12]2[CH:17]=[CH:16][C:15]([Cl:18])=[CH:14][C:13]=2[Cl:19])[C:9]([C:20]2[NH:21][CH:22]=[CH:23][N:24]=2)=[CH:8][N:7]=1.Cl[C:26]1[CH:31]=[CH:30][C:29]([N+:32]([O-:34])=[O:33])=[CH:28][N:27]=1, predict the reaction product. The product is: [Cl:19][C:13]1[CH:14]=[C:15]([Cl:18])[CH:16]=[CH:17][C:12]=1[C:10]1[C:9]([C:20]2[NH:24][CH:23]=[CH:22][N:21]=2)=[CH:8][N:7]=[C:6]([CH2:5][NH:4][CH2:3][CH2:2][NH:1][C:26]2[CH:31]=[CH:30][C:29]([N+:32]([O-:34])=[O:33])=[CH:28][N:27]=2)[N:11]=1. (2) Given the reactants [NH:1]1[C:9]2[C:4](=[N:5][CH:6]=[CH:7][CH:8]=2)[C:3]([C:10]#[N:11])=[N:2]1.[Br:12][C:13]1[CH:14]=[C:15](B(O)O)[CH:16]=[CH:17][CH:18]=1, predict the reaction product. The product is: [Br:12][C:13]1[CH:18]=[C:17]([N:1]2[C:9]3[C:4](=[N:5][CH:6]=[CH:7][CH:8]=3)[C:3]([C:10]#[N:11])=[N:2]2)[CH:16]=[CH:15][CH:14]=1. (3) Given the reactants [C:1]([O:9]CC)(=O)[CH2:2][C:3]([O:5]CC)=O.[C:12]([C:14]1[CH:19]=[CH:18][C:17]([NH:20][C:21]([NH2:23])=[NH:22])=[CH:16][CH:15]=1)#[N:13].[Na], predict the reaction product. The product is: [OH:9][C:1]1[CH:2]=[C:3]([OH:5])[N:23]=[C:21]([NH:20][C:17]2[CH:18]=[CH:19][C:14]([C:12]#[N:13])=[CH:15][CH:16]=2)[N:22]=1. (4) Given the reactants [Br:1][C:2]1[CH:7]=[CH:6][C:5]([N:8]2[C:12](C(O)=O)=[C:11]([CH3:16])[N:10]=[N:9]2)=[C:4]([O:17][CH3:18])[CH:3]=1.C([N:21]([CH2:24]C)CC)C.C1(P(N=[N+]=[N-])(C2C=CC=CC=2)=[O:33])C=CC=CC=1.[C:43]1([C@H:49]([OH:51])[CH3:50])[CH:48]=[CH:47][CH:46]=[CH:45][CH:44]=1, predict the reaction product. The product is: [C:43]1([C@H:49]([O:51][C:24](=[O:33])[NH:21][C:12]2[N:8]([C:5]3[CH:6]=[CH:7][C:2]([Br:1])=[CH:3][C:4]=3[O:17][CH3:18])[N:9]=[N:10][C:11]=2[CH3:16])[CH3:50])[CH:48]=[CH:47][CH:46]=[CH:45][CH:44]=1. (5) Given the reactants C(Cl)(=O)C(Cl)=O.[CH:7]1([NH:10][C:11](=[O:46])[C:12]2[CH:17]=[CH:16][C:15]([C:18]3[N:22]4[N:23]=[C:24]([CH:34]([C:36]5[CH:41]=[CH:40][C:39]([O:42][CH3:43])=[C:38]([F:44])[CH:37]=5)[OH:35])[CH:25]=[C:26]([NH:27][CH2:28][CH2:29][C:30]([F:33])([F:32])[F:31])[C:21]4=[N:20][CH:19]=3)=[CH:14][C:13]=2[CH3:45])[CH2:9][CH2:8]1.C(N(CC)CC)C.O, predict the reaction product. The product is: [CH:7]1([NH:10][C:11](=[O:46])[C:12]2[CH:17]=[CH:16][C:15]([C:18]3[N:22]4[N:23]=[C:24]([C:34](=[O:35])[C:36]5[CH:41]=[CH:40][C:39]([O:42][CH3:43])=[C:38]([F:44])[CH:37]=5)[CH:25]=[C:26]([NH:27][CH2:28][CH2:29][C:30]([F:33])([F:31])[F:32])[C:21]4=[N:20][CH:19]=3)=[CH:14][C:13]=2[CH3:45])[CH2:8][CH2:9]1.